This data is from Full USPTO retrosynthesis dataset with 1.9M reactions from patents (1976-2016). The task is: Predict the reactants needed to synthesize the given product. Given the product [F:1][C:2]1[CH:7]=[CH:6][C:5]([C:8]#[C:9][C:10]2[N:14]3[CH:15]=[CH:16][CH:17]=[CH:18][C:13]3=[N:12][C:11]=2[CH2:19][O:20][C:21]2[CH:30]=[CH:29][CH:28]=[CH:27][C:22]=2[C:23]([OH:25])=[O:24])=[CH:4][CH:3]=1, predict the reactants needed to synthesize it. The reactants are: [F:1][C:2]1[CH:7]=[CH:6][C:5]([C:8]#[C:9][C:10]2[N:14]3[CH:15]=[CH:16][CH:17]=[CH:18][C:13]3=[N:12][C:11]=2[CH2:19][O:20][C:21]2[CH:30]=[CH:29][CH:28]=[CH:27][C:22]=2[C:23]([O:25]C)=[O:24])=[CH:4][CH:3]=1.C(O)C.[OH-].[Na+].C(O)(=O)C.